From a dataset of Tox21: 12 toxicity assays (nuclear receptors and stress response pathways). Binary classification across 12 toxicity assays. The compound is CC(=O)S[C@@H]1CC2=CC(=O)CC[C@]2(C)[C@H]2CC[C@@]3(C)[C@@H](CC[C@@]34CCC(=O)O4)[C@@H]21. It tested positive (active) for: NR-AR (Androgen Receptor agonist activity), NR-AR-LBD (Androgen Receptor Ligand Binding Domain agonist), NR-Aromatase (Aromatase enzyme inhibition), and SR-p53 (p53 tumor suppressor activation).